From a dataset of Catalyst prediction with 721,799 reactions and 888 catalyst types from USPTO. Predict which catalyst facilitates the given reaction. (1) Reactant: Br[C:2]1[CH:32]=[CH:31][C:5]2[N:6]=[C:7]([NH:9][C:10]3[CH:15]=[C:14]([CH2:16][N:17]4[CH2:22][CH2:21][CH2:20][CH2:19][CH2:18]4)[N:13]=[C:12]([NH:23][C@H:24]4[CH2:29][CH2:28][C@H:27]([OH:30])[CH2:26][CH2:25]4)[N:11]=3)[S:8][C:4]=2[CH:3]=1.[O:33]1[CH2:37][CH2:36][NH:35][C:34]1=[O:38].C(=O)([O-])[O-].[Cs+].[Cs+].CNCCNC. Product: [OH:30][C@H:27]1[CH2:28][CH2:29][C@H:24]([NH:23][C:12]2[N:11]=[C:10]([NH:9][C:7]3[S:8][C:4]4[CH:3]=[C:2]([N:35]5[CH2:36][CH2:37][O:33][C:34]5=[O:38])[CH:32]=[CH:31][C:5]=4[N:6]=3)[CH:15]=[C:14]([CH2:16][N:17]3[CH2:22][CH2:21][CH2:20][CH2:19][CH2:18]3)[N:13]=2)[CH2:25][CH2:26]1. The catalyst class is: 590. (2) Reactant: [CH3:1][C:2]1[CH:7]=[CH:6][CH:5]=[C:4]([CH3:8])[C:3]=1[OH:9].C1(P(C2C=CC=CC=2)C2C=CC=CC=2)C=CC=CC=1.O[CH2:30][C:31]1[C:35]([CH2:36][O:37][C:38]2[CH:39]=[C:40]3[C:44](=[CH:45][CH:46]=2)[N:43]([CH2:47][C:48]2[CH:49]=[C:50]([CH:55]=[CH:56][CH:57]=2)[C:51]([O:53][CH3:54])=[O:52])[CH:42]=[CH:41]3)=[C:34]([CH:58]([CH3:60])[CH3:59])[O:33][N:32]=1.N(C(OC(C)C)=O)=NC(OC(C)C)=O. Product: [CH3:1][C:2]1[CH:7]=[CH:6][CH:5]=[C:4]([CH3:8])[C:3]=1[O:9][CH2:30][C:31]1[C:35]([CH2:36][O:37][C:38]2[CH:39]=[C:40]3[C:44](=[CH:45][CH:46]=2)[N:43]([CH2:47][C:48]2[CH:49]=[C:50]([CH:55]=[CH:56][CH:57]=2)[C:51]([O:53][CH3:54])=[O:52])[CH:42]=[CH:41]3)=[C:34]([CH:58]([CH3:60])[CH3:59])[O:33][N:32]=1. The catalyst class is: 11. (3) Reactant: Cl[C:2]1[CH:38]=[CH:37][C:5]([C:6]([NH:8][C:9]2[CH:14]=[C:13]([C:15]([N:17]3[CH2:22][CH2:21][CH:20]([C:23]4[CH:28]=[CH:27][C:26]([C:29]5[CH:30]=[N:31][N:32]([CH3:34])[CH:33]=5)=[CH:25][CH:24]=4)[CH2:19][CH2:18]3)=[O:16])[CH:12]=[CH:11][C:10]=2[CH2:35][CH3:36])=[O:7])=[CH:4][N:3]=1.[CH:39]([NH2:42])([CH3:41])[CH3:40]. Product: [CH2:35]([C:10]1[CH:11]=[CH:12][C:13]([C:15]([N:17]2[CH2:22][CH2:21][CH:20]([C:23]3[CH:24]=[CH:25][C:26]([C:29]4[CH:30]=[N:31][N:32]([CH3:34])[CH:33]=4)=[CH:27][CH:28]=3)[CH2:19][CH2:18]2)=[O:16])=[CH:14][C:9]=1[NH:8][C:6](=[O:7])[C:5]1[CH:37]=[CH:38][C:2]([NH:42][CH:39]([CH3:41])[CH3:40])=[N:3][CH:4]=1)[CH3:36]. The catalyst class is: 12. (4) Reactant: [Br:1][C:2]1[CH:7]=[C:6]([C@@H:8]([NH:18][C:19](=[O:25])[O:20]C(C)(C)C)[C@@H:9]([C:11]2[CH:16]=[CH:15][C:14]([F:17])=[CH:13][CH:12]=2)O)[C:5]([F:26])=[CH:4][N:3]=1.FC(F)(F)C(O)=O.C(N1C=CN=C1)(N1C=CN=C1)=O. Product: [Br:1][C:2]1[CH:7]=[C:6]([C@@H:8]2[C@@H:9]([C:11]3[CH:12]=[CH:13][C:14]([F:17])=[CH:15][CH:16]=3)[O:20][C:19](=[O:25])[NH:18]2)[C:5]([F:26])=[CH:4][N:3]=1. The catalyst class is: 4. (5) Reactant: [CH2:1]([N:8]1[CH2:12][CH2:11][C:10]2([CH2:17][CH2:16][C:15]([C:19]3[CH:24]=[CH:23][N:22]=[CH:21][CH:20]=3)(O)[CH2:14][CH2:13]2)[CH2:9]1)[C:2]1[CH:7]=[CH:6][CH:5]=[CH:4][CH:3]=1.O=S(Cl)Cl.C([O-])(O)=O.[Na+]. Product: [CH2:1]([N:8]1[CH2:12][CH2:11][C:10]2([CH2:17][CH2:16][C:15]([C:19]3[CH:24]=[CH:23][N:22]=[CH:21][CH:20]=3)=[CH:14][CH2:13]2)[CH2:9]1)[C:2]1[CH:3]=[CH:4][CH:5]=[CH:6][CH:7]=1. The catalyst class is: 17. (6) Reactant: [NH:1]1[C:9]2[C:4](=[CH:5][CH:6]=[CH:7][CH:8]=2)[CH:3]=[CH:2]1.F[C:11]1[CH:16]=[CH:15][C:14]([Br:17])=[CH:13][CH:12]=1.[F-].[K+].C1OCCOCCOCCOCCOCCOC1. Product: [Br:17][C:14]1[CH:15]=[CH:16][C:11]([N:1]2[C:9]3[C:4](=[CH:5][CH:6]=[CH:7][CH:8]=3)[CH:3]=[CH:2]2)=[CH:12][CH:13]=1. The catalyst class is: 58. (7) Reactant: [C:1]([O:5][C:6](=[O:27])[NH:7][CH2:8][C:9]1[CH:14]=[CH:13][C:12]([CH2:15][NH:16][CH:17]2[CH2:26][C:25]3[N:24]=[CH:23][CH:22]=[CH:21][C:20]=3[CH2:19][CH2:18]2)=[CH:11][CH:10]=1)([CH3:4])([CH3:3])[CH3:2].[C:28]([O:32][C:33]([N:35]1[C:39]2[CH:40]=[CH:41][CH:42]=[CH:43][C:38]=2[N:37]=[C:36]1[CH2:44]Cl)=[O:34])([CH3:31])([CH3:30])[CH3:29].CCN(C(C)C)C(C)C. Product: [C:28]([O:32][C:33]([N:35]1[C:39]2[CH:40]=[CH:41][CH:42]=[CH:43][C:38]=2[N:37]=[C:36]1[CH2:44][N:16]([CH2:15][C:12]1[CH:13]=[CH:14][C:9]([CH2:8][NH:7][C:6]([O:5][C:1]([CH3:4])([CH3:2])[CH3:3])=[O:27])=[CH:10][CH:11]=1)[CH:17]1[CH2:26][C:25]2[N:24]=[CH:23][CH:22]=[CH:21][C:20]=2[CH2:19][CH2:18]1)=[O:34])([CH3:31])([CH3:30])[CH3:29]. The catalyst class is: 23.